Dataset: Catalyst prediction with 721,799 reactions and 888 catalyst types from USPTO. Task: Predict which catalyst facilitates the given reaction. (1) Product: [CH2:7]([O:6][P:4]([CH2:9][C:10]([N:33]([CH2:34][C:35]([C:37]1([C:40]([O:42][CH2:43][CH3:44])=[O:41])[CH2:38][CH2:39]1)=[O:36])[C@H:31]([C:25]1[CH:30]=[CH:29][CH:28]=[CH:27][CH:26]=1)[CH3:32])=[O:12])([O:3][CH2:1][CH3:2])=[O:5])[CH3:8]. The catalyst class is: 54. Reactant: [CH2:1]([O:3][P:4]([CH2:9][C:10]([OH:12])=O)([O:6][CH2:7][CH3:8])=[O:5])[CH3:2].C(N1C=CN=C1)(N1C=CN=C1)=O.[C:25]1([C@@H:31]([NH:33][CH2:34][C:35]([C:37]2([C:40]([O:42][CH2:43][CH3:44])=[O:41])[CH2:39][CH2:38]2)=[O:36])[CH3:32])[CH:30]=[CH:29][CH:28]=[CH:27][CH:26]=1.Cl. (2) Reactant: [C:1]([Si:5]([CH3:35])([CH3:34])[O:6][C@@H:7]1[CH2:29][CH2:28][C@@:27]2([CH3:30])[CH:9]([CH2:10][C@@H:11]([OH:33])[C@@H:12]3[C@@H:26]2[CH2:25][C@H:24]([OH:31])[C@@:23]2([CH3:32])[C@H:13]3[CH2:14][CH2:15][C@@H:16]2[C@H:17]([CH3:22])[CH2:18][CH2:19][CH2:20][OH:21])[CH2:8]1)([CH3:4])([CH3:3])[CH3:2].[H-].[Na+].[H-].[CH3:39]I. Product: [C:1]([Si:5]([CH3:35])([CH3:34])[O:6][C@@H:7]1[CH2:29][CH2:28][C@@:27]2([CH3:30])[CH:9]([CH2:10][C@@H:11]([OH:33])[C@@H:12]3[C@@H:26]2[CH2:25][C@H:24]([OH:31])[C@@:23]2([CH3:32])[C@H:13]3[CH2:14][CH2:15][C@@H:16]2[C@H:17]([CH3:22])[CH2:18][CH2:19][CH2:20][O:21][CH3:39])[CH2:8]1)([CH3:3])([CH3:4])[CH3:2]. The catalyst class is: 1.